Task: Predict the reaction yield, written as a fraction of the theoretical maximum amount of product (1.0 means a 100% yield; for example, 0.34 means a 34% yield).. Dataset: Reaction yield outcomes from USPTO patents with 853,638 reactions The reactants are [NH2:1][CH2:2][C:3]1[C:4]([NH:20][C@H:21]([C:23]2[CH:28]=[CH:27][C:26]([F:29])=[CH:25][CH:24]=2)[CH3:22])=[CH:5][C:6]2[N:10]([C:11]3[CH:15]=[C:14]([CH:16]4[CH2:18][CH2:17]4)[NH:13][N:12]=3)[CH:9]=[N:8][C:7]=2[CH:19]=1.[C:30](O)(=[O:32])[CH3:31]. The catalyst is C1COCC1.C(Cl)Cl. The product is [CH:16]1([C:14]2[NH:13][N:12]=[C:11]([N:10]3[C:6]4[CH:5]=[C:4]([NH:20][C@H:21]([C:23]5[CH:24]=[CH:25][C:26]([F:29])=[CH:27][CH:28]=5)[CH3:22])[C:3]([CH2:2][NH:1][C:30](=[O:32])[CH3:31])=[CH:19][C:7]=4[N:8]=[CH:9]3)[CH:15]=2)[CH2:18][CH2:17]1. The yield is 0.750.